This data is from Catalyst prediction with 721,799 reactions and 888 catalyst types from USPTO. The task is: Predict which catalyst facilitates the given reaction. (1) Reactant: C(OC(=O)[NH:7][CH:8]1[CH2:10][C:9]1([C:12]1[CH:17]=[CH:16][C:15]([Cl:18])=[CH:14][CH:13]=1)[F:11])(C)(C)C.Cl.O. Product: [Cl:18][C:15]1[CH:14]=[CH:13][C:12]([C:9]2([F:11])[CH2:10][CH:8]2[NH2:7])=[CH:17][CH:16]=1. The catalyst class is: 645. (2) Reactant: [CH3:1][C:2]1([CH3:15])[CH2:11][CH2:10][C:9]2[C:4](=[CH:5][CH:6]=[C:7]([C:12](=[O:14])[CH3:13])[CH:8]=2)[O:3]1.[Br:16]Br. Product: [Br:16][CH2:13][C:12]([C:7]1[CH:8]=[C:9]2[C:4](=[CH:5][CH:6]=1)[O:3][C:2]([CH3:15])([CH3:1])[CH2:11][CH2:10]2)=[O:14]. The catalyst class is: 5. (3) Product: [NH2:7][C@@H:8]1[C:14](=[O:15])[N:13]([CH2:16][C:17]([F:18])([F:20])[F:19])[C:12]2[CH:21]=[C:22]([F:25])[CH:23]=[CH:24][C:11]=2[O:10][C@@H:9]1[CH3:26]. Reactant: C(OC(=O)[NH:7][C@@H:8]1[C:14](=[O:15])[N:13]([CH2:16][C:17]([F:20])([F:19])[F:18])[C:12]2[CH:21]=[C:22]([F:25])[CH:23]=[CH:24][C:11]=2[O:10][C@@H:9]1[CH3:26])(C)(C)C.P(=O)(O)(O)O. The catalyst class is: 7. (4) Reactant: [F:1][C:2]1[CH:29]=[CH:28][C:5]([NH:6][C:7]2[CH:19]=[C:18]([C:20]3[CH:25]=[CH:24][CH:23]=[C:22]([CH2:26][OH:27])[CH:21]=3)[CH:17]=[CH:16][C:8]=2[C:9]([O:11]C(C)(C)C)=[O:10])=[CH:4][CH:3]=1. Product: [F:1][C:2]1[CH:3]=[CH:4][C:5]([NH:6][C:7]2[CH:19]=[C:18]([C:20]3[CH:25]=[CH:24][CH:23]=[C:22]([CH2:26][OH:27])[CH:21]=3)[CH:17]=[CH:16][C:8]=2[C:9]([OH:11])=[O:10])=[CH:28][CH:29]=1. The catalyst class is: 55. (5) Reactant: [C:1]([C:5]1[CH:10]=[C:9]([F:11])[C:8]([CH3:12])=[CH:7][C:6]=1[O:13][CH2:14][O:15][CH3:16])([CH3:4])([CH3:3])[CH3:2].[Li]CCCC.[C:22](=[O:24])=[O:23]. Product: [C:1]([C:5]1[C:6]([O:13][CH2:14][O:15][CH3:16])=[C:7]([C:8]([CH3:12])=[C:9]([F:11])[CH:10]=1)[C:22]([OH:24])=[O:23])([CH3:4])([CH3:2])[CH3:3]. The catalyst class is: 1. (6) Reactant: [C:1]([Si:5]([O:8][C:9]1[C:14]([CH:15]=[CH2:16])=[CH:13][CH:12]=[CH:11][C:10]=1[F:17])([CH3:7])[CH3:6])([CH3:4])([CH3:3])[CH3:2].[H][H]. Product: [C:1]([Si:5]([O:8][C:9]1[C:10]([F:17])=[CH:11][CH:12]=[CH:13][C:14]=1[CH2:15][CH3:16])([CH3:7])[CH3:6])([CH3:4])([CH3:3])[CH3:2]. The catalyst class is: 78. (7) Reactant: [Br:1][C:2]1[C:3]([CH3:11])=[C:4]([CH:8]=[CH:9][CH:10]=1)[C:5](O)=[O:6].[BH4-].[Na+].II.Cl. Product: [Br:1][C:2]1[C:3]([CH3:11])=[C:4]([CH2:5][OH:6])[CH:8]=[CH:9][CH:10]=1. The catalyst class is: 7. (8) Reactant: Cl.[NH2:2][C:3]1[C:8]([O:9][CH3:10])=[CH:7][C:6]([O:11][CH3:12])=[CH:5][C:4]=1[OH:13].F[C:15]1[CH:20]=[CH:19][C:18]([N+:21]([O-:23])=[O:22])=[CH:17][C:16]=1[N+:24]([O-:26])=[O:25].C([O-])(=O)C.[Na+]. Product: [N+:21]([C:18]1[CH:17]=[C:16]([N+:24]([O-:26])=[O:25])[CH:15]=[CH:20][C:19]=1[NH:2][C:3]1[C:8]([O:9][CH3:10])=[CH:7][C:6]([O:11][CH3:12])=[CH:5][C:4]=1[OH:13])([O-:23])=[O:22]. The catalyst class is: 40. (9) Reactant: Cl.[Cl:2][C:3]1[CH:4]=[C:5]([NH:11][C@H:12]([CH2:17][NH:18][CH:19]([CH3:21])[CH3:20])[CH2:13][C:14](O)=[O:15])[CH:6]=[CH:7][C:8]=1[C:9]#[N:10].C[Si](N[Si](C)(C)C)(C)C. Product: [Cl:2][C:3]1[CH:4]=[C:5]([NH:11][C@H:12]2[CH2:13][C:14](=[O:15])[N:18]([CH:19]([CH3:21])[CH3:20])[CH2:17]2)[CH:6]=[CH:7][C:8]=1[C:9]#[N:10]. The catalyst class is: 144. (10) Reactant: [S:1]=[C:2]1[NH:7][C:6]2[NH:8][C:9](=[O:11])[CH2:10][C:5]=2[C:4](=[O:12])[N:3]1[C:13]1[CH:18]=[CH:17][C:16]([O:19][CH2:20][C:21]([F:24])([F:23])[F:22])=[CH:15][CH:14]=1.C(=O)([O-])O.[Na+].I[CH:31]([CH3:33])[CH3:32].C(#N)C. Product: [CH3:32][CH:31]([S:1][C:2]1[N:3]([C:13]2[CH:14]=[CH:15][C:16]([O:19][CH2:20][C:21]([F:24])([F:23])[F:22])=[CH:17][CH:18]=2)[C:4](=[O:12])[C:5]2[CH2:10][C:9](=[O:11])[NH:8][C:6]=2[N:7]=1)[CH3:33]. The catalyst class is: 13.